The task is: Predict which catalyst facilitates the given reaction.. This data is from Catalyst prediction with 721,799 reactions and 888 catalyst types from USPTO. (1) Reactant: Cl.[NH2:2][OH:3].C([O-])(=O)C.[Na+].[CH:9]1([O:14][C:15]2[CH:16]=[C:17]([CH:20]=[CH:21][C:22]=2[O:23][CH3:24])[CH:18]=O)[CH2:13][CH2:12][CH2:11][CH2:10]1. Product: [CH:9]1([O:14][C:15]2[CH:16]=[C:17]([CH:20]=[CH:21][C:22]=2[O:23][CH3:24])[CH:18]=[N:2][OH:3])[CH2:13][CH2:12][CH2:11][CH2:10]1. The catalyst class is: 8. (2) Product: [ClH:33].[CH2:16]([N:12]1[C:11]2=[N:10][C:5]3[C:6]([C:7]([NH2:8])=[C:15]2[CH2:14][CH2:13]1)=[CH:9][C:2]([F:1])=[CH:3][CH:4]=3)[C:17]1[CH:22]=[CH:21][CH:20]=[CH:19][CH:18]=1. Reactant: [F:1][C:2]1[CH:3]=[CH:4][C:5]([N:10]=[C:11]2[CH2:15][CH2:14][CH2:13][N:12]2[CH2:16][C:17]2[CH:22]=[CH:21][CH:20]=[CH:19][CH:18]=2)=[C:6]([CH:9]=1)[C:7]#[N:8].C[Si](C)(C)N[Si](C)(C)C.[Na].[Cl-:33].[Na+].O. The catalyst class is: 7. (3) Reactant: [NH2:1][C:2]1[N:7]=[CH:6][N:5]=[C:4]2[N:8]([CH:24]([C:26]3[CH:27]=[C:28]4[N:33]([C:34]=3[C:35]3[CH:40]=[CH:39][CH:38]=[CH:37][N:36]=3)[CH:32]=[CH:31][CH:30]=[CH:29]4)[CH3:25])[N:9]=[C:10]([C:11]3[S:15][C:14]([NH:16]C(=O)OC(C)(C)C)=[N:13][CH:12]=3)[C:3]=12.C(O)(C(F)(F)F)=O. Product: [NH2:1][C:2]1[N:7]=[CH:6][N:5]=[C:4]2[N:8]([CH:24]([C:26]3[CH:27]=[C:28]4[N:33]([C:34]=3[C:35]3[CH:40]=[CH:39][CH:38]=[CH:37][N:36]=3)[CH:32]=[CH:31][CH:30]=[CH:29]4)[CH3:25])[N:9]=[C:10]([C:11]3[S:15][C:14]([NH2:16])=[N:13][CH:12]=3)[C:3]=12. The catalyst class is: 2.